From a dataset of Full USPTO retrosynthesis dataset with 1.9M reactions from patents (1976-2016). Predict the reactants needed to synthesize the given product. (1) The reactants are: [Cl:1][C:2]1[CH:41]=[CH:40][CH:39]=[C:38]([Cl:42])[C:3]=1[CH2:4][C:5]1[CH:6]=[C:7]([NH:16][C:17]2[CH:22]=[CH:21][C:20]([N:23]3[CH2:28][CH2:27][N:26](C(OC(C)(C)C)=O)[CH2:25][CH2:24]3)=[CH:19][C:18]=2[O:36][CH3:37])[C:8]2[C:13](=[O:14])[NH:12][CH:11]=[N:10][C:9]=2[N:15]=1.Cl. Given the product [Cl:42][C:38]1[CH:39]=[CH:40][CH:41]=[C:2]([Cl:1])[C:3]=1[CH2:4][C:5]1[CH:6]=[C:7]([NH:16][C:17]2[CH:22]=[CH:21][C:20]([N:23]3[CH2:28][CH2:27][NH:26][CH2:25][CH2:24]3)=[CH:19][C:18]=2[O:36][CH3:37])[C:8]2[C:13](=[O:14])[NH:12][CH:11]=[N:10][C:9]=2[N:15]=1, predict the reactants needed to synthesize it. (2) Given the product [CH3:3][C:4]1[CH:5]=[CH:6][C:7]2[N:8]([C:12]([SH:13])=[N:11][N:10]=2)[N:9]=1, predict the reactants needed to synthesize it. The reactants are: [OH-].[K+].[CH3:3][C:4]1[N:9]=[N:8][C:7]([NH:10][NH2:11])=[CH:6][CH:5]=1.[C:12](=S)=[S:13].Cl. (3) Given the product [OH:1][C:2]1[C:7]2[C@@:8]3([OH:45])[C@@:21]([O:25][CH3:26])([C@H:22]([OH:24])[CH2:23][C:6]=2[CH:5]=[C:4]([CH3:46])[C:3]=1[C:47]([O:49][CH3:50])=[O:48])[C:20](=[O:27])[C:19]1[C:10](=[CH:11][C:12]2[C:13]([OH:43])([CH3:51])[C:14]([NH:30][C@@H:31]4[C@H:36]([O:37][CH3:38])[C@H:35]([OH:39])[C@@H:34]([O:40][CH3:41])[C@H:33]([CH3:42])[O:32]4)=[CH:15][C:16](=[O:29])[C:17]=2[C:18]=1[OH:28])[C:9]3=[O:44], predict the reactants needed to synthesize it. The reactants are: [OH:1][C:2]1[C:7]2[C@@:8]3([OH:45])[C@@:21]([O:25][CH3:26])([C@H:22]([OH:24])[CH2:23][C:6]=2[CH:5]=[C:4]([CH3:46])[C:3]=1[C:47]([O:49][CH3:50])=[O:48])[C:20](=[O:27])[C:19]1[C:10](=[CH:11][C:12]2[C:13](=[O:43])[C:14]([NH:30][C@@H:31]4[C@H:36]([O:37][CH3:38])[C@H:35]([OH:39])[C@@H:34]([O:40][CH3:41])[C@H:33]([CH3:42])[O:32]4)=[CH:15][C:16](=[O:29])[C:17]=2[C:18]=1[OH:28])[C:9]3=[O:44].[CH3:51][Mg]Br.C(OCC)C. (4) Given the product [Br-:13].[OH:16][CH2:15][CH2:14][N+:5]1[CH:6]=[CH:7][N:3]([CH:1]=[CH2:2])[CH:4]=1, predict the reactants needed to synthesize it. The reactants are: [CH:1]([N:3]1[CH:7]=[CH:6][N:5]=[CH:4]1)=[CH2:2].[NH+]1C=CNC=1.[Br:13][CH2:14][CH2:15][OH:16]. (5) Given the product [C:10]([CH2:12][C:13]1([N:32]2[CH:36]=[C:35]([C:37]3[C:38]4[CH:45]=[CH:44][NH:43][C:39]=4[N:40]=[CH:41][N:42]=3)[CH:34]=[N:33]2)[CH2:16][N:15]([C:17]2[N:18]=[CH:19][C:20]([C:23]([NH:25][C@H:26]([CH3:31])[C:27]([F:28])([F:29])[F:30])=[O:24])=[N:21][CH:22]=2)[CH2:14]1)#[N:11], predict the reactants needed to synthesize it. The reactants are: B(F)(F)F.CCOCC.[C:10]([CH2:12][C:13]1([N:32]2[CH:36]=[C:35]([C:37]3[C:38]4[CH:45]=[CH:44][N:43](COCC[Si](C)(C)C)[C:39]=4[N:40]=[CH:41][N:42]=3)[CH:34]=[N:33]2)[CH2:16][N:15]([C:17]2[N:18]=[CH:19][C:20]([C:23]([NH:25][C@H:26]([CH3:31])[C:27]([F:30])([F:29])[F:28])=[O:24])=[N:21][CH:22]=2)[CH2:14]1)#[N:11].[OH-].[NH4+].C([O-])(O)=O.[Na+]. (6) Given the product [CH3:37][C:32]([C:33]([OH:35])=[O:34])([C:29]1[CH:30]=[CH:31][C:26]([CH:2]([OH:1])[CH2:3][CH2:4][CH2:5][N:6]2[CH2:7][CH2:8][CH:9]([C:12]([OH:25])([C:13]3[CH:14]=[CH:15][CH:16]=[CH:17][CH:18]=3)[C:19]3[CH:24]=[CH:23][CH:22]=[CH:21][CH:20]=3)[CH2:10][CH2:11]2)=[CH:27][CH:28]=1)[CH3:36].[ClH:38], predict the reactants needed to synthesize it. The reactants are: [OH:1][CH:2]([C:26]1[CH:31]=[CH:30][C:29]([C:32]([CH3:37])([CH3:36])[C:33]([OH:35])=[O:34])=[CH:28][CH:27]=1)[CH2:3][CH2:4][CH2:5][N:6]1[CH2:11][CH2:10][CH:9]([C:12]([OH:25])([C:19]2[CH:24]=[CH:23][CH:22]=[CH:21][CH:20]=2)[C:13]2[CH:18]=[CH:17][CH:16]=[CH:15][CH:14]=2)[CH2:8][CH2:7]1.[ClH:38]. (7) Given the product [CH3:18][O:17][C:13]1[CH:14]=[CH:15][CH:16]=[C:9]([O:8][CH3:7])[C:10]=1[CH:11]1[NH:4][C:3](=[O:19])[C:2]([CH3:6])([CH3:1])[O:5]1, predict the reactants needed to synthesize it. The reactants are: [CH3:1][C:2]([CH3:6])([OH:5])[C:3]#[N:4].[CH3:7][O:8][C:9]1[CH:16]=[CH:15][CH:14]=[C:13]([O:17][CH3:18])[C:10]=1[CH:11]=O.[OH:19]S(O)(=O)=O.CC(OC(C)=O)=O. (8) Given the product [CH:32]1[N:23]2[C:24]3[CH:31]=[CH:30][CH:29]=[CH:28][C:25]=3[CH2:26][CH2:27][C@@H:21]([NH:20][C:19]([C:16]3([NH:15][C:13](=[O:14])[C:12]4[CH:11]=[CH:10][C:9]([OH:8])=[CH:37][CH:36]=4)[CH2:17][CH2:18]3)=[O:35])[C:22]2=[N:34][CH:33]=1, predict the reactants needed to synthesize it. The reactants are: C([O:8][C:9]1[CH:37]=[CH:36][C:12]([C:13]([NH:15][C:16]2([C:19](=[O:35])[NH:20][C@@H:21]3[CH2:27][CH2:26][C:25]4[CH:28]=[CH:29][CH:30]=[CH:31][C:24]=4[N:23]4[CH:32]=[CH:33][N:34]=[C:22]34)[CH2:18][CH2:17]2)=[O:14])=[CH:11][CH:10]=1)C1C=CC=CC=1. (9) Given the product [CH3:10][O:5][C:4]([CH:3]1[CH2:7][S:8][CH2:9][NH:2]1)=[O:6], predict the reactants needed to synthesize it. The reactants are: Cl.[NH:2]1[CH2:9][S:8][CH2:7][C@H:3]1[C:4]([OH:6])=[O:5].[CH3:10]O. (10) The reactants are: [CH3:1][O:2][C:3]1[CH:4]=[C:5]([C:8]([O:11]COC)=[CH:9][N:10]=1)[CH:6]=[O:7].Cl.C([O-])([O-])=O.[K+].[K+]. Given the product [OH:11][C:8]1[C:5]([CH:6]=[O:7])=[CH:4][C:3]([O:2][CH3:1])=[N:10][CH:9]=1, predict the reactants needed to synthesize it.